Dataset: Full USPTO retrosynthesis dataset with 1.9M reactions from patents (1976-2016). Task: Predict the reactants needed to synthesize the given product. Given the product [F:1][C:2]1[C:3]([O:25][CH2:26][CH2:27][O:28][CH3:29])=[CH:4][C:5]2[CH2:14][CH:13]([CH:15]([CH3:17])[CH3:16])[N:12]3[C:7](=[CH:8][C:9](=[O:23])[C:10]([C:18]([OH:20])=[O:19])=[CH:11]3)[C:6]=2[CH:24]=1, predict the reactants needed to synthesize it. The reactants are: [F:1][C:2]1[C:3]([O:25][CH2:26][CH2:27][O:28][CH3:29])=[CH:4][C:5]2[CH2:14][CH:13]([CH:15]([CH3:17])[CH3:16])[N:12]3[C:7](=[CH:8][C:9](=[O:23])[C:10]([C:18]([O:20]CC)=[O:19])=[CH:11]3)[C:6]=2[CH:24]=1.O.[OH-].[Li+].Cl.